The task is: Predict which catalyst facilitates the given reaction.. This data is from Catalyst prediction with 721,799 reactions and 888 catalyst types from USPTO. (1) Product: [F:1][C:2]1[CH:3]=[CH:4][C:5]2[O:9][C:8]3[CH2:10][CH2:11][CH:12]([CH2:14][NH:33][CH2:32][C@@H:29]4[O:28][C:24]5=[C:25]6[C:20](=[CH:21][CH:22]=[C:23]5[O:31][CH2:30]4)[N:19]=[C:18]([CH3:17])[CH:27]=[CH:26]6)[CH2:13][C:7]=3[C:6]=2[CH:16]=1. Reactant: [F:1][C:2]1[CH:3]=[CH:4][C:5]2[O:9][C:8]3[CH2:10][CH2:11][CH:12]([CH:14]=O)[CH2:13][C:7]=3[C:6]=2[CH:16]=1.[CH3:17][C:18]1[CH:27]=[CH:26][C:25]2[C:20](=[CH:21][CH:22]=[C:23]3[O:31][CH2:30][C@H:29]([CH2:32][NH2:33])[O:28][C:24]3=2)[N:19]=1.[BH3-]C#N.[Na+].CC(O)=O. The catalyst class is: 5. (2) Reactant: [NH2:1][C:2]1[C:7]([CH3:8])=[C:6]([Br:9])[CH:5]=[C:4]([F:10])[C:3]=1[OH:11].C(=O)([O-])[O-].[K+].[K+].Br[CH2:19][C:20](Br)=[O:21].O. Product: [Br:9][C:6]1[CH:5]=[C:4]([F:10])[C:3]2[O:11][CH2:19][C:20](=[O:21])[NH:1][C:2]=2[C:7]=1[CH3:8]. The catalyst class is: 9. (3) Reactant: [H-].[Na+].[N+:3]([C:6]1([CH2:12][OH:13])[CH2:11][CH2:10][CH2:9][CH2:8][CH2:7]1)([O-:5])=[O:4].[C:14]([O:17][CH2:18][CH2:19]Br)(=[O:16])[CH3:15].Cl. Product: [N+:3]([C:6]1([CH2:12][O:13][CH2:15][C:14]([O:17][CH2:18][CH3:19])=[O:16])[CH2:11][CH2:10][CH2:9][CH2:8][CH2:7]1)([O-:5])=[O:4]. The catalyst class is: 136. (4) Reactant: [CH:1]1([C:4]2[N:8]([CH2:9][C:10]3[C:15]([F:16])=[CH:14][C:13]([O:17][CH2:18][CH3:19])=[CH:12][C:11]=3[F:20])[N:7]=[C:6]([C:21]3[N:26]=[C:25]([NH2:27])[CH:24]=[CH:23][N:22]=3)[C:5]=2C)[CH2:3][CH2:2]1.[ClH:29].Cl[C:31]1[CH:36]=[CH:35][N:34]=[CH:33][N:32]=1.C(=O)([O-])[O-].[Cs+].[Cs+].C1(P(C2C=CC=CC=2)C2C3OC4C(=CC=CC=4P(C4C=CC=CC=4)C4C=CC=CC=4)C(C)(C)C=3C=CC=2)C=CC=CC=1. Product: [Cl:29][C:5]1[C:6]([C:21]2[N:26]=[C:25]([NH:27][C:31]3[CH:36]=[CH:35][N:34]=[CH:33][N:32]=3)[CH:24]=[CH:23][N:22]=2)=[N:7][N:8]([CH2:9][C:10]2[C:15]([F:16])=[CH:14][C:13]([O:17][CH2:18][CH3:19])=[CH:12][C:11]=2[F:20])[C:4]=1[CH:1]1[CH2:2][CH2:3]1. The catalyst class is: 160. (5) Product: [F:20][C:21]1([F:28])[CH2:26][CH2:25][CH:24]([NH:27][C:2]2[N:7]=[C:6]([NH:33][CH:37]3[CH2:38][CH2:16][C:15]([F:17])([F:29])[CH2:11][CH2:39]3)[N:5]=[C:4]([C:9]3[CH:14]=[CH:13][CH:12]=[C:11]([C:15]([F:18])([F:17])[CH3:16])[N:10]=3)[N:3]=2)[CH2:23][CH2:22]1. Reactant: Cl[C:2]1[N:7]=[C:6](Cl)[N:5]=[C:4]([C:9]2[CH:14]=[CH:13][CH:12]=[C:11]([C:15]([F:18])([F:17])[CH3:16])[N:10]=2)[N:3]=1.Cl.[F:20][C:21]1([F:28])[CH2:26][CH2:25][CH:24]([NH2:27])[CH2:23][CH2:22]1.[F-:29].[Cs+].CC[N:33]([CH:37]([CH3:39])[CH3:38])C(C)C. The catalyst class is: 1. (6) Reactant: [N:1]12[CH2:8][CH2:7][C:4]([C:9]([C:17]3[CH:22]=[CH:21][CH:20]=[CH:19][CH:18]=3)([C:11]3[CH:16]=[CH:15][CH:14]=[CH:13][CH:12]=3)[OH:10])([CH2:5][CH2:6]1)[CH2:3][CH2:2]2.[C:23]1([O:29][CH2:30][CH2:31][CH2:32][Br:33])[CH:28]=[CH:27][CH:26]=[CH:25][CH:24]=1. Product: [Br-:33].[OH:10][C:9]([C:17]1[CH:22]=[CH:21][CH:20]=[CH:19][CH:18]=1)([C:11]1[CH:12]=[CH:13][CH:14]=[CH:15][CH:16]=1)[C:4]12[CH2:5][CH2:6][N+:1]([CH2:32][CH2:31][CH2:30][O:29][C:23]3[CH:28]=[CH:27][CH:26]=[CH:25][CH:24]=3)([CH2:2][CH2:3]1)[CH2:8][CH2:7]2. The catalyst class is: 23. (7) Reactant: [OH:1][C:2]1[CH:7]=[C:6]([Cl:8])[N:5]=[N:4][C:3]=1Cl.[CH:10]1([C:13]2[CH:18]=[CH:17][CH:16]=[C:15]([CH3:19])[C:14]=2[OH:20])[CH2:12][CH2:11]1.COC1C=C(C)C=CC=1.[OH-].[K+].Cl. Product: [Cl:8][C:6]1[N:5]=[N:4][C:3]([O:20][C:14]2[C:15]([CH3:19])=[CH:16][CH:17]=[CH:18][C:13]=2[CH:10]2[CH2:11][CH2:12]2)=[C:2]([OH:1])[CH:7]=1. The catalyst class is: 5. (8) The catalyst class is: 1. Reactant: CC1(C)[O:6][CH:5]([CH2:7][CH2:8][CH2:9][N:10]2[C:18](=[O:19])[C:17]3[C:12](=[CH:13][CH:14]=[CH:15][CH:16]=3)[C:11]2=[O:20])[CH2:4][O:3]1.Cl. Product: [OH:6][CH:5]([CH2:4][OH:3])[CH2:7][CH2:8][CH2:9][N:10]1[C:18](=[O:19])[C:17]2[C:12](=[CH:13][CH:14]=[CH:15][CH:16]=2)[C:11]1=[O:20]. (9) Reactant: [H-].[Na+].[OH:3][CH:4]1[CH2:9][CH2:8][N:7](C(OC(C)(C)C)=O)[CH2:6][CH2:5]1.Cl[C:18]1[N:19]([CH3:31])[C:20](=[O:30])[CH:21]=[C:22]([C:24]2[CH:29]=[CH:28][N:27]=[CH:26][N:25]=2)[N:23]=1.FC(F)(F)C(O)=O. Product: [CH3:31][N:19]1[C:20](=[O:30])[CH:21]=[C:22]([C:24]2[CH:29]=[CH:28][N:27]=[CH:26][N:25]=2)[N:23]=[C:18]1[O:3][CH:4]1[CH2:5][CH2:6][NH:7][CH2:8][CH2:9]1. The catalyst class is: 217.